Dataset: Reaction yield outcomes from USPTO patents with 853,638 reactions. Task: Predict the reaction yield, written as a fraction of the theoretical maximum amount of product (1.0 means a 100% yield; for example, 0.34 means a 34% yield). (1) The reactants are [Cl:1][C:2]1[CH:18]=[CH:17][C:5]([C:6](=[S:16])[NH:7][C:8]2[CH:13]=[CH:12][C:11]([S:14][CH3:15])=[CH:10][CH:9]=2)=[CH:4][CH:3]=1.[OH-].[Na+]. The catalyst is O.C(O)C.[C-]#N.[C-]#N.[C-]#N.[C-]#N.[C-]#N.[C-]#N.[K+].[K+].[K+].[Fe+3]. The product is [Cl:1][C:2]1[CH:18]=[CH:17][C:5]([C:6]2[S:16][C:13]3[CH:12]=[C:11]([S:14][CH3:15])[CH:10]=[CH:9][C:8]=3[N:7]=2)=[CH:4][CH:3]=1. The yield is 0.670. (2) The reactants are [CH2:1]([C:3]1([CH2:18][CH2:19][OH:20])[C:8]2[NH:9][C:10]3[C:15]([C:7]=2[CH2:6][CH2:5][O:4]1)=[CH:14][CH:13]=[CH:12][C:11]=3[CH2:16][CH3:17])[CH3:2].C(Cl)Cl.CS(C)=O.N1C=CC=CC=1.S(=O)(=O)=O. The catalyst is O. The product is [CH2:1]([C:3]1([CH2:18][CH:19]=[O:20])[C:8]2[NH:9][C:10]3[C:15]([C:7]=2[CH2:6][CH2:5][O:4]1)=[CH:14][CH:13]=[CH:12][C:11]=3[CH2:16][CH3:17])[CH3:2]. The yield is 0.520. (3) The reactants are [NH2:1][C:2]1[C:3]([N+:13]([O-:15])=[O:14])=[C:4]([CH:9]=[C:10](Cl)[CH:11]=1)[C:5]([O:7][CH3:8])=[O:6].[NH:16]1[CH2:21][CH2:20][O:19][CH2:18][CH2:17]1.C([O-])([O-])=O.[K+].[K+].O. The catalyst is CN(C=O)C. The product is [NH2:1][C:2]1[C:3]([N+:13]([O-:15])=[O:14])=[C:4]([CH:9]=[C:10]([N:16]2[CH2:21][CH2:20][O:19][CH2:18][CH2:17]2)[CH:11]=1)[C:5]([O:7][CH3:8])=[O:6]. The yield is 0.460. (4) The reactants are [OH:1][CH:2]([CH2:6][CH2:7][S:8][CH3:9])[C:3]([OH:5])=[O:4].[CH2:10]([OH:22])[CH2:11][CH2:12][CH2:13][CH2:14][CH2:15][CH2:16][CH2:17][CH2:18][CH2:19][CH2:20][CH3:21].C1(C)C=C[C:26]([S:29](O)(=O)=O)=CC=1.[OH2:34].[C:35]1(C)C=C[CH:38]=[CH:37][CH:36]=1. The catalyst is C(OCC)(=O)C. The product is [OH:1][CH:2]([CH2:6][CH2:7][S:8][CH3:9])[C:3]([O:5][CH:36]([CH2:37][CH2:38][S:29][CH3:26])[C:35]([O:22][CH2:10][CH2:11][CH2:12][CH2:13][CH2:14][CH2:15][CH2:16][CH2:17][CH2:18][CH2:19][CH2:20][CH3:21])=[O:34])=[O:4]. The yield is 0.0720. (5) The reactants are [CH:1]1([CH2:4][O:5][C:6]2[N:11]=[C:10]([C:12]([OH:14])=O)[CH:9]=[CH:8][C:7]=2[N:15]2[CH2:18][C:17]([F:20])([F:19])[CH2:16]2)[CH2:3][CH2:2]1.Cl.[CH2:22]1[C@@H:26]2[CH2:27][NH:28][CH2:29][C@@H:25]2[CH2:24][O:23]1. No catalyst specified. The product is [CH2:22]1[C@@H:26]2[CH2:27][N:28]([C:12]([C:10]3[CH:9]=[CH:8][C:7]([N:15]4[CH2:18][C:17]([F:20])([F:19])[CH2:16]4)=[C:6]([O:5][CH2:4][CH:1]4[CH2:2][CH2:3]4)[N:11]=3)=[O:14])[CH2:29][C@@H:25]2[CH2:24][O:23]1. The yield is 0.550.